From a dataset of Peptide-MHC class I binding affinity with 185,985 pairs from IEDB/IMGT. Regression. Given a peptide amino acid sequence and an MHC pseudo amino acid sequence, predict their binding affinity value. This is MHC class I binding data. (1) The peptide sequence is FLPKDYFPSV. The MHC is HLA-A02:05 with pseudo-sequence HLA-A02:05. The binding affinity (normalized) is 0.820. (2) The peptide sequence is IHIPGDTLY. The MHC is HLA-B38:01 with pseudo-sequence HLA-B38:01. The binding affinity (normalized) is 0.844. (3) The peptide sequence is KQAWCWFG. The MHC is Mamu-B08 with pseudo-sequence Mamu-B08. The binding affinity (normalized) is 0.290. (4) The peptide sequence is RAVEPGTVL. The MHC is HLA-B08:01 with pseudo-sequence HLA-B08:01. The binding affinity (normalized) is 0.0847. (5) The peptide sequence is YKDANISMY. The MHC is HLA-A02:01 with pseudo-sequence HLA-A02:01. The binding affinity (normalized) is 0.562. (6) The peptide sequence is QYAEMWAQDAA. The MHC is HLA-B45:01 with pseudo-sequence HLA-B45:01. The binding affinity (normalized) is 0.472. (7) The peptide sequence is PEGPLGQLL. The MHC is HLA-B27:05 with pseudo-sequence HLA-B27:05. The binding affinity (normalized) is 0.213.